Predict the product of the given reaction. From a dataset of Forward reaction prediction with 1.9M reactions from USPTO patents (1976-2016). (1) Given the reactants [C:1]1([CH:6]=O)[CH2:5][CH2:4][CH2:3][CH:2]=1.[C:8]([NH:11][CH:12]([C:18]([O:20][CH2:21][CH3:22])=[O:19])[C:13]([O:15][CH2:16][CH3:17])=[O:14])(=[O:10])[CH3:9], predict the reaction product. The product is: [C:8]([N:11]1[CH2:6][CH:1]2[CH2:5][CH2:4][CH2:3][CH:2]2[C:12]1([C:18]([O:20][CH2:21][CH3:22])=[O:19])[C:13]([O:15][CH2:16][CH3:17])=[O:14])(=[O:10])[CH3:9]. (2) Given the reactants [CH2:1]([N:3]1[C:7]2=[N:8][C:9]([CH2:33][CH3:34])=[C:10]([CH2:19][NH:20][C:21]([C:23]3[CH:24]=[C:25]([CH:29]=[C:30]([CH3:32])[CH:31]=3)[C:26](O)=[O:27])=[O:22])[C:11]([NH:12][CH:13]3[CH2:18][CH2:17][O:16][CH2:15][CH2:14]3)=[C:6]2[CH:5]=[N:4]1)[CH3:2].CN(C(ON1N=NC2C=CC=CC1=2)=[N+](C)C)C.F[P-](F)(F)(F)(F)F.Cl.[Br:60][C:61]1[CH:62]=[C:63]([CH2:68][NH2:69])[CH:64]=[CH:65][C:66]=1[F:67], predict the reaction product. The product is: [Br:60][C:61]1[CH:62]=[C:63]([CH2:68][NH:69][C:26]([C:25]2[CH:29]=[C:30]([CH3:32])[CH:31]=[C:23]([C:21]([NH:20][CH2:19][C:10]3[C:11]([NH:12][CH:13]4[CH2:18][CH2:17][O:16][CH2:15][CH2:14]4)=[C:6]4[CH:5]=[N:4][N:3]([CH2:1][CH3:2])[C:7]4=[N:8][C:9]=3[CH2:33][CH3:34])=[O:22])[CH:24]=2)=[O:27])[CH:64]=[CH:65][C:66]=1[F:67]. (3) Given the reactants C(N[CH:5]([CH3:7])[CH3:6])(C)C.[Li]CCCC.[CH2:13]([CH:15]([CH:21]([CH2:27][CH3:28])[C:22]([O:24][CH2:25][CH3:26])=[O:23])[C:16]([O:18][CH2:19][CH3:20])=[O:17])[CH3:14].IC(C)C.CN(C)P(N(C)C)(N(C)C)=O, predict the reaction product. The product is: [CH2:13]([C:15]([CH:5]([CH3:6])[CH3:7])([CH:21]([CH2:27][CH3:28])[C:22]([O:24][CH2:25][CH3:26])=[O:23])[C:16]([O:18][CH2:19][CH3:20])=[O:17])[CH3:14]. (4) Given the reactants C(O)(C)C.[OH2:5].[NH4+:6].[OH-].C1C=[C:12]2[C:14]([C:16]([OH:20])(O)[C:17](=[O:18])[C:11]2=[CH:10]C=1)=O, predict the reaction product. The product is: [CH2:10]1[NH:6][CH2:14][C@@H:16]([OH:20])[C@H:17]([OH:18])[C@H:11]1[CH2:12][OH:5]. (5) Given the reactants [CH3:1][N:2]1[C:10]2[CH:9]=[C:8]([N:11]3[CH:16]=[CH:15][C:14]([C:17]4[N:18]=[N:19][C:20]([CH3:23])=[CH:21][CH:22]=4)=[CH:13][C:12]3=[O:24])[CH:7]=[CH:6][C:5]=2[C:4]2[CH2:25][N:26](C(OC(C)(C)C)=O)[CH2:27][CH2:28][C:3]1=2.C1(N)C(F)=C(F)C(F)=C(N)C=1F.[ClH:48].Cl, predict the reaction product. The product is: [ClH:48].[ClH:48].[CH3:1][N:2]1[C:10]2[CH:9]=[C:8]([N:11]3[CH:16]=[CH:15][C:14]([C:17]4[N:18]=[N:19][C:20]([CH3:23])=[CH:21][CH:22]=4)=[CH:13][C:12]3=[O:24])[CH:7]=[CH:6][C:5]=2[C:4]2[CH2:25][NH:26][CH2:27][CH2:28][C:3]1=2. (6) Given the reactants [N+:1]([C:4]1[CH:12]=[C:11]2[C:7]([CH:8]=[CH:9][NH:10]2)=[CH:6][CH:5]=1)([O-])=O.[C:13](Cl)(=[O:15])[CH3:14], predict the reaction product. The product is: [NH2:1][C:4]1[CH:12]=[C:11]2[C:7]([CH:8]=[CH:9][N:10]2[C:13](=[O:15])[CH3:14])=[CH:6][CH:5]=1. (7) Given the reactants [Cl:1][C:2]1[CH:7]=[CH:6][C:5]([C:8]2[C:9]([S:14]([NH:17][C:18]3[C:27]4[CH2:26][CH2:25][C@H:24](NC)[CH2:23][C:22]=4[C:21]([O:30][CH3:31])=[CH:20][CH:19]=3)(=[O:16])=[O:15])=[CH:10][CH:11]=[CH:12][CH:13]=2)=[CH:4][CH:3]=1.[C:32](O[C:32]([O:34][C:35]([CH3:38])([CH3:37])[CH3:36])=[O:33])([O:34][C:35]([CH3:38])([CH3:37])[CH3:36])=[O:33].C[CH2:48][N:49](C(C)C)C(C)C, predict the reaction product. The product is: [Cl:1][C:2]1[CH:7]=[CH:6][C:5]([C:8]2[CH:13]=[CH:12][CH:11]=[CH:10][C:9]=2[S:14]([NH:17][C:18]2[CH:19]=[CH:20][C:21]([O:30][CH3:31])=[C:22]3[C:27]=2[CH2:26][CH2:25][C@H:24]([CH2:48][NH:49][C:32](=[O:33])[O:34][C:35]([CH3:38])([CH3:37])[CH3:36])[CH2:23]3)(=[O:16])=[O:15])=[CH:4][CH:3]=1.